From a dataset of Forward reaction prediction with 1.9M reactions from USPTO patents (1976-2016). Predict the product of the given reaction. (1) Given the reactants [F:1][C:2]1[CH:10]=[C:9]([C:11]2[CH:16]=[N:15][C:14]([O:17][CH2:18][CH:19]3[CH2:24][CH2:23][N:22]([CH2:25][C:26]([F:29])([CH3:28])[CH3:27])[CH2:21][CH2:20]3)=[CH:13][N:12]=2)[CH:8]=[CH:7][C:3]=1[C:4](O)=[O:5].C(Cl)CCl.C1C=CC2N(O)N=NC=2C=1.CCN(C(C)C)C(C)C.[NH:53]1[CH2:57][CH2:56][CH2:55][C@H:54]1[C:58]([NH2:60])=[O:59], predict the reaction product. The product is: [F:1][C:2]1[CH:10]=[C:9]([C:11]2[CH:16]=[N:15][C:14]([O:17][CH2:18][CH:19]3[CH2:20][CH2:21][N:22]([CH2:25][C:26]([F:29])([CH3:27])[CH3:28])[CH2:23][CH2:24]3)=[CH:13][N:12]=2)[CH:8]=[CH:7][C:3]=1[C:4]([N:53]1[CH2:57][CH2:56][CH2:55][C@H:54]1[C:58]([NH2:60])=[O:59])=[O:5]. (2) Given the reactants [C:1]([O:5][C:6]([N:8]1[CH2:12][C@H:11]([F:13])[CH2:10][C@H:9]1[C:14]([OH:16])=O)=[O:7])([CH3:4])([CH3:3])[CH3:2].Cl.[NH2:18][CH2:19][C:20]1[CH:25]=[C:24]([C:26]2[CH:31]=[CH:30][C:29]([C:32]([F:35])([F:34])[F:33])=[CH:28][CH:27]=2)[N:23]=[CH:22][C:21]=1[C:36]([O:38][CH3:39])=[O:37].CN(C(ON1N=NC2C=CC=NC1=2)=[N+](C)C)C.F[P-](F)(F)(F)(F)F.CCN(C(C)C)C(C)C, predict the reaction product. The product is: [C:1]([O:5][C:6]([N:8]1[CH2:12][C@H:11]([F:13])[CH2:10][C@H:9]1[C:14]([NH:18][CH2:19][C:20]1[CH:25]=[C:24]([C:26]2[CH:27]=[CH:28][C:29]([C:32]([F:34])([F:35])[F:33])=[CH:30][CH:31]=2)[N:23]=[CH:22][C:21]=1[C:36]([O:38][CH3:39])=[O:37])=[O:16])=[O:7])([CH3:2])([CH3:3])[CH3:4]. (3) Given the reactants I[C:2]1[CH:3]=[CH:4][C:5]2[N:6]([CH:8]=[C:9]([C:11]([O:13][CH2:14][CH3:15])=[O:12])[N:10]=2)[CH:7]=1.[C:16]([Si:18]([CH3:21])([CH3:20])[CH3:19])#[CH:17], predict the reaction product. The product is: [CH3:19][Si:18]([C:16]#[C:17][C:2]1[CH:3]=[CH:4][C:5]2[N:6]([CH:8]=[C:9]([C:11]([O:13][CH2:14][CH3:15])=[O:12])[N:10]=2)[CH:7]=1)([CH3:21])[CH3:20]. (4) Given the reactants Br.[CH3:2][C:3]1[CH:8]=[C:7]([C:9]2[CH:14]=[CH:13][C:12]([OH:15])=[CH:11][CH:10]=2)[CH:6]=[CH:5][N:4]=1.C(=O)([O-])[O-].[K+].[K+].Cl.CS(O[CH2:28][CH2:29][CH2:30][N:31]1[CH2:36][CH2:35][CH2:34][C@H:33]([CH3:37])[CH2:32]1)(=O)=O, predict the reaction product. The product is: [CH3:2][C:3]1[CH:8]=[C:7]([C:9]2[CH:14]=[CH:13][C:12]([O:15][CH2:28][CH2:29][CH2:30][N:31]3[CH2:36][CH2:35][CH2:34][C@H:33]([CH3:37])[CH2:32]3)=[CH:11][CH:10]=2)[CH:6]=[CH:5][N:4]=1. (5) Given the reactants [S:1]1[C:5]2[CH:6]=[CH:7][CH:8]=[CH:9][C:4]=2[N:3]=[C:2]1[CH2:10][CH:11]1[CH2:16][CH2:15][CH2:14][CH2:13][N:12]1C(=O)C(F)(F)F.[OH-].[Na+], predict the reaction product. The product is: [NH:12]1[CH2:13][CH2:14][CH2:15][CH2:16][CH:11]1[CH2:10][C:2]1[S:1][C:5]2[CH:6]=[CH:7][CH:8]=[CH:9][C:4]=2[N:3]=1. (6) Given the reactants C[O:2][C:3]([C:5]1[CH:6]=[CH:7][C:8]2[O:13][CH2:12][C:11](=[O:14])[NH:10][C:9]=2[CH:15]=1)=O.CC(C[AlH]CC(C)C)C, predict the reaction product. The product is: [OH:2][CH2:3][C:5]1[CH:6]=[CH:7][C:8]2[O:13][CH2:12][C:11](=[O:14])[NH:10][C:9]=2[CH:15]=1. (7) Given the reactants [NH2:1][CH2:2][CH2:3][CH2:4][C:5]1[NH:9][C:8]([C:13]2[C:17]([NH:18][C:19](=[O:28])[C:20]3[C:25]([F:26])=[CH:24][CH:23]=[CH:22][C:21]=3[F:27])=[CH:16][NH:15][N:14]=2)(C(O)=O)[NH:7][CH:6]=1.C(Cl)CCl.C1C=CC2N(O)N=NC=2C=1.CN([CH:46]=[O:47])C, predict the reaction product. The product is: [F:27][C:21]1[CH:22]=[CH:23][CH:24]=[C:25]([F:26])[C:20]=1[C:19]([NH:18][C:17]1[C:13]([C:8]2[NH:9][C:5]3[CH2:4][CH2:3][CH2:2][NH:1][C:46](=[O:47])[C:6]=3[N:7]=2)=[N:14][NH:15][CH:16]=1)=[O:28]. (8) Given the reactants [CH3:1][C:2]1[C:3]([CH2:14][S@:15]([C:17]2[NH:21][C:20]3[CH:22]=[CH:23][CH:24]=[CH:25][C:19]=3[N:18]=2)=[O:16])=[N:4][CH:5]=[CH:6][C:7]=1[O:8][CH2:9][C:10]([F:13])([F:12])[F:11].[Cl:26][CH:27]([OH:31])[CH:28]([OH:30])[CH3:29], predict the reaction product. The product is: [Cl:26][CH:27]([OH:31])[CH:28]([OH:30])[CH3:29].[CH3:1][C:2]1[C:3]([CH2:14][S@:15]([C:17]2[NH:18][C:19]3[CH:25]=[CH:24][CH:23]=[CH:22][C:20]=3[N:21]=2)=[O:16])=[N:4][CH:5]=[CH:6][C:7]=1[O:8][CH2:9][C:10]([F:13])([F:11])[F:12]. (9) The product is: [Cl:9][C:10]1[C:15]([F:16])=[CH:14][C:13]([I:1])=[C:12]([OH:17])[CH:11]=1. Given the reactants [I:1]N1C(=O)CCC1=O.[Cl:9][C:10]1[CH:11]=[C:12]([OH:17])[CH:13]=[CH:14][C:15]=1[F:16].S(=O)(=O)(O)O.CCCCCCC, predict the reaction product. (10) Given the reactants [OH:1][CH2:2][C:3]([NH:23]C(=O)C)([CH2:21][OH:22])[CH:4]1[CH2:12][C:11]2[C:6](=[CH:7][CH:8]=[C:9]([CH2:13][CH2:14][CH2:15][CH2:16][CH2:17][CH2:18][CH2:19][CH3:20])[CH:10]=2)[CH2:5]1.[Li+].[OH-], predict the reaction product. The product is: [NH2:23][C:3]([CH:4]1[CH2:12][C:11]2[C:6](=[CH:7][CH:8]=[C:9]([CH2:13][CH2:14][CH2:15][CH2:16][CH2:17][CH2:18][CH2:19][CH3:20])[CH:10]=2)[CH2:5]1)([CH2:21][OH:22])[CH2:2][OH:1].